Dataset: Full USPTO retrosynthesis dataset with 1.9M reactions from patents (1976-2016). Task: Predict the reactants needed to synthesize the given product. (1) Given the product [S:11]([C:23]1[C:24]([C:25]([OH:27])=[O:26])=[CH:28][C:29]([F:32])=[CH:30][CH:31]=1)[C:5]1[C:6]([C:7]([OH:9])=[O:8])=[CH:10][C:2]([F:1])=[CH:3][CH:4]=1, predict the reactants needed to synthesize it. The reactants are: [F:1][C:2]1[CH:3]=[CH:4][C:5]([SH:11])=[C:6]([CH:10]=1)[C:7]([OH:9])=[O:8].SC1C=CC=CC=1C(O)=O.Br[C:23]1[CH:31]=[CH:30][C:29]([F:32])=[CH:28][C:24]=1[C:25]([OH:27])=[O:26]. (2) Given the product [Cl:21][C:22]1[CH:27]=[C:26]([Cl:28])[CH:25]=[CH:24][C:23]=1[NH:29][C:30]([O:1][CH2:2][C:3]1[CH:4]=[C:5]([CH:16]=[CH:17][C:18]=1[O:19][CH3:20])[CH2:6][CH:7]([C:8]([O:10][CH3:11])=[O:9])[C:12]([O:14][CH3:15])=[O:13])=[O:31], predict the reactants needed to synthesize it. The reactants are: [OH:1][CH2:2][C:3]1[CH:4]=[C:5]([CH:16]=[CH:17][C:18]=1[O:19][CH3:20])[CH2:6][CH:7]([C:12]([O:14][CH3:15])=[O:13])[C:8]([O:10][CH3:11])=[O:9].[Cl:21][C:22]1[CH:27]=[C:26]([Cl:28])[CH:25]=[CH:24][C:23]=1[N:29]=[C:30]=[O:31].